From a dataset of Full USPTO retrosynthesis dataset with 1.9M reactions from patents (1976-2016). Predict the reactants needed to synthesize the given product. (1) Given the product [ClH:8].[Br:1][C:2]1[C:3]([NH:9][C:10]2[CH:15]=[CH:14][CH:13]=[CH:12][C:11]=2[NH:16][S:17]([CH3:20])(=[O:19])=[O:18])=[N:4][C:5]([NH:25][C:24]2[CH:26]=[CH:27][CH:28]=[CH:29][C:23]=2[CH2:21][CH3:22])=[N:6][CH:7]=1, predict the reactants needed to synthesize it. The reactants are: [Br:1][C:2]1[C:3]([NH:9][C:10]2[CH:15]=[CH:14][CH:13]=[CH:12][C:11]=2[NH:16][S:17]([CH3:20])(=[O:19])=[O:18])=[N:4][C:5]([Cl:8])=[N:6][CH:7]=1.[CH2:21]([C:23]1[CH:29]=[CH:28][CH:27]=[CH:26][C:24]=1[NH2:25])[CH3:22]. (2) Given the product [NH2:18][C:16]1[CH:15]=[CH:14][C:8]([C:9]([O:11][CH2:12][CH3:13])=[O:10])=[C:7]([N:1]2[CH2:2][CH2:3][O:4][CH2:5][CH2:6]2)[CH:17]=1, predict the reactants needed to synthesize it. The reactants are: [N:1]1([C:7]2[CH:17]=[C:16]([N+:18]([O-])=O)[CH:15]=[CH:14][C:8]=2[C:9]([O:11][CH2:12][CH3:13])=[O:10])[CH2:6][CH2:5][O:4][CH2:3][CH2:2]1.[Cl-].[NH4+]. (3) Given the product [O:32]=[C:14]([N:11]1[CH2:10][CH2:9][NH:8][CH2:13][CH2:12]1)[CH2:15][NH:16][C:17](=[O:31])[C:18]1[CH:19]=[CH:20][C:21]([O:24][C:25]2[CH:30]=[CH:29][CH:28]=[CH:27][CH:26]=2)=[CH:22][CH:23]=1, predict the reactants needed to synthesize it. The reactants are: C([N:8]1[CH2:13][CH2:12][N:11]([C:14](=[O:32])[CH2:15][NH:16][C:17](=[O:31])[C:18]2[CH:23]=[CH:22][C:21]([O:24][C:25]3[CH:30]=[CH:29][CH:28]=[CH:27][CH:26]=3)=[CH:20][CH:19]=2)[CH2:10][CH2:9]1)C1C=CC=CC=1.[H][H]. (4) The reactants are: [O:1]=[C:2]1[C:6]2([CH2:11][CH2:10][NH:9][CH2:8][CH2:7]2)[N:5]([C:12]2[CH:17]=[CH:16][CH:15]=[CH:14][CH:13]=2)[CH2:4][N:3]1[C:18]1[CH:23]=[CH:22][C:21]([NH:24][S:25]([CH3:28])(=[O:27])=[O:26])=[CH:20][CH:19]=1.C(=O)([O-])[O-].[K+].[K+].[F:35][C:36]1[CH:41]=[CH:40][C:39]([C:42](=[O:47])[CH2:43][CH2:44][CH2:45]I)=[CH:38][CH:37]=1. Given the product [F:35][C:36]1[CH:37]=[CH:38][C:39]([C:42](=[O:47])[CH2:43][CH2:44][CH2:45][N:9]2[CH2:10][CH2:11][C:6]3([N:5]([C:12]4[CH:13]=[CH:14][CH:15]=[CH:16][CH:17]=4)[CH2:4][N:3]([C:18]4[CH:19]=[CH:20][C:21]([NH:24][S:25]([CH3:28])(=[O:27])=[O:26])=[CH:22][CH:23]=4)[C:2]3=[O:1])[CH2:7][CH2:8]2)=[CH:40][CH:41]=1, predict the reactants needed to synthesize it.